From a dataset of Reaction yield outcomes from USPTO patents with 853,638 reactions. Predict the reaction yield, written as a fraction of the theoretical maximum amount of product (1.0 means a 100% yield; for example, 0.34 means a 34% yield). The reactants are [CH2:1]([O:8][C:9]1[CH:17]=[CH:16][CH:15]=[CH:14][C:10]=1[C:11]([OH:13])=O)[C:2]1[CH:7]=[CH:6][CH:5]=[CH:4][CH:3]=1.C(Cl)(=O)C(Cl)=O.[Cl:24][C:25]1[C:30]([NH2:31])=[CH:29][CH:28]=[C:27]([C:32]([F:35])([F:34])[F:33])[N:26]=1.C(N(CC)CC)C. The catalyst is C1COCC1.CN(C=O)C.C1(C)C=CC=CC=1. The product is [CH2:1]([O:8][C:9]1[CH:17]=[CH:16][CH:15]=[CH:14][C:10]=1[C:11]([NH:31][C:30]1[C:25]([Cl:24])=[N:26][C:27]([C:32]([F:34])([F:33])[F:35])=[CH:28][CH:29]=1)=[O:13])[C:2]1[CH:3]=[CH:4][CH:5]=[CH:6][CH:7]=1. The yield is 0.730.